Dataset: Forward reaction prediction with 1.9M reactions from USPTO patents (1976-2016). Task: Predict the product of the given reaction. (1) Given the reactants BrC1C=C(N(C)C(N2C3N=C(N4CCOCC4)N=C(C4C=NC(N(CC5C=CC(OC)=CC=5)CC5C=CC(OC)=CC=5)=NC=4)C=3CC2)=O)C=CC=1.C(N1CCNCC1)(OC(C)(C)C)=O.C(OC([N:72]1[CH2:77][CH2:76][N:75]([C:78]2[CH:83]=[CH:82][CH:81]=[C:80]([N:84]([C:86]([N:88]3[C:92]4[N:93]=[C:94]([N:122]5[CH2:127][CH2:126][O:125][CH2:124][CH2:123]5)[N:95]=[C:96]([C:97]5[CH:98]=[N:99][C:100]([N:103](CC6C=CC(OC)=CC=6)CC6C=CC(OC)=CC=6)=[N:101][CH:102]=5)[C:91]=4[CH2:90][CH2:89]3)=[O:87])[CH3:85])[CH:79]=2)[CH2:74][CH2:73]1)=O)(C)(C)C, predict the reaction product. The product is: [CH3:85][N:84]([C:80]1[CH:81]=[CH:82][CH:83]=[C:78]([N:75]2[CH2:74][CH2:73][NH:72][CH2:77][CH2:76]2)[CH:79]=1)[C:86]([N:88]1[C:92]2[N:93]=[C:94]([N:122]3[CH2:127][CH2:126][O:125][CH2:124][CH2:123]3)[N:95]=[C:96]([C:97]3[CH:98]=[N:99][C:100]([NH2:103])=[N:101][CH:102]=3)[C:91]=2[CH2:90][CH2:89]1)=[O:87]. (2) Given the reactants [C:1]([O:5][C:6]([NH:8][C@@H:9]([C:18]([OH:20])=O)[CH2:10][C:11]1[CH:16]=[CH:15][C:14]([F:17])=[CH:13][CH:12]=1)=[O:7])([CH3:4])([CH3:3])[CH3:2].[CH2:21]([NH:28][CH2:29][C:30]([O:32][CH2:33][CH3:34])=[O:31])[C:22]1[CH:27]=[CH:26][CH:25]=[CH:24][CH:23]=1.CCN=C=NCCCN(C)C.Cl.C1C=CC2N(O)N=NC=2C=1, predict the reaction product. The product is: [C:1]([O:5][C:6]([NH:8][C@@H:9]([C:18]([N:28]([CH2:21][C:22]1[CH:23]=[CH:24][CH:25]=[CH:26][CH:27]=1)[CH2:29][C:30]([O:32][CH2:33][CH3:34])=[O:31])=[O:20])[CH2:10][C:11]1[CH:12]=[CH:13][C:14]([F:17])=[CH:15][CH:16]=1)=[O:7])([CH3:2])([CH3:3])[CH3:4]. (3) Given the reactants [F:1][C:2]1[CH:7]=[CH:6][CH:5]=[CH:4][C:3]=1[N:8]1[C:12]([C:13]2[CH:18]=[CH:17][CH:16]=[CH:15][N:14]=2)=[C:11]([C:19]([OH:21])=O)[N:10]=[N:9]1.[F:22][C:23]1[CH:28]=[CH:27][C:26]([F:29])=[CH:25][C:24]=1[C:30](=[N:32]O)[NH2:31], predict the reaction product. The product is: [F:22][C:23]1[CH:28]=[CH:27][C:26]([F:29])=[CH:25][C:24]=1[C:30]1[N:32]=[C:19]([C:11]2[N:10]=[N:9][N:8]([C:3]3[CH:4]=[CH:5][CH:6]=[CH:7][C:2]=3[F:1])[C:12]=2[C:13]2[CH:18]=[CH:17][CH:16]=[CH:15][N:14]=2)[O:21][N:31]=1. (4) Given the reactants [CH:1]1([NH:4][C:5]([NH:7][C:8]2[CH:13]=[CH:12][C:11]([O:14][C:15]3[CH:20]=[CH:19][N:18]=[C:17]4[CH:21]=[C:22]([C:24]5[CH:29]=[CH:28][C:27]([CH:30]=O)=[CH:26][N:25]=5)[S:23][C:16]=34)=[C:10]([F:32])[CH:9]=2)=[O:6])[CH2:3][CH2:2]1.[NH2:33][CH:34]1[CH2:39][CH2:38][N:37]([C:40]([O:42][C:43]([CH3:46])([CH3:45])[CH3:44])=[O:41])[CH2:36][CH2:35]1.C(O)(=O)C.[BH-](OC(C)=O)(OC(C)=O)OC(C)=O.[Na+], predict the reaction product. The product is: [CH:1]1([NH:4][C:5](=[O:6])[NH:7][C:8]2[CH:13]=[CH:12][C:11]([O:14][C:15]3[CH:20]=[CH:19][N:18]=[C:17]4[CH:21]=[C:22]([C:24]5[N:25]=[CH:26][C:27]([CH2:30][NH:33][CH:34]6[CH2:35][CH2:36][N:37]([C:40]([O:42][C:43]([CH3:46])([CH3:45])[CH3:44])=[O:41])[CH2:38][CH2:39]6)=[CH:28][CH:29]=5)[S:23][C:16]=34)=[C:10]([F:32])[CH:9]=2)[CH2:3][CH2:2]1. (5) Given the reactants [C:1]1([C:7]2[O:16][C:10]3[N:11]=[CH:12][NH:13][C:14](=O)[C:9]=3[CH:8]=2)[CH:6]=[CH:5][CH:4]=[CH:3][CH:2]=1.P(Cl)(Cl)([Cl:19])=O.Cl.N, predict the reaction product. The product is: [Cl:19][C:14]1[C:9]2[CH:8]=[C:7]([C:1]3[CH:6]=[CH:5][CH:4]=[CH:3][CH:2]=3)[O:16][C:10]=2[N:11]=[CH:12][N:13]=1. (6) Given the reactants [NH2:1][C:2]1[N:6]([C:7]2[C:15]([Cl:16])=[C:10]3[CH2:11][CH2:12][CH2:13][CH2:14][N:9]3[N:8]=2)[N:5]=[CH:4][C:3]=1[C:17]#[N:18].[CH:19]1([C:22](Cl)=[O:23])[CH2:21][CH2:20]1.O, predict the reaction product. The product is: [Cl:16][C:15]1[C:7]([N:6]2[C:2]([NH:1][C:22]([CH:19]3[CH2:21][CH2:20]3)=[O:23])=[C:3]([C:17]#[N:18])[CH:4]=[N:5]2)=[N:8][N:9]2[CH2:14][CH2:13][CH2:12][CH2:11][C:10]=12. (7) Given the reactants [Si:1]([O:8]S(C(F)(F)F)(=O)=O)([C:4]([CH3:7])([CH3:6])[CH3:5])([CH3:3])[CH3:2].[C:16]([O-:19])(O)=[O:17].[Na+], predict the reaction product. The product is: [C:4]([Si:1]([CH3:3])([CH3:2])[O:19][C:16]([O:8][Si:1]([CH3:3])([CH3:2])[C:4]([CH3:7])([CH3:6])[CH3:5])=[O:17])([CH3:7])([CH3:6])[CH3:5]. (8) Given the reactants [F:1][C:2]1[CH:3]=[CH:4][C:5]([SH:8])=[N:6][CH:7]=1.Cl[C:10]1[N:11]=[C:12]([O:20]C)[C:13]2[C:18]([CH:19]=1)=[CH:17][CH:16]=[CH:15][CH:14]=2.C([O-])([O-])=O.[Cs+].[Cs+], predict the reaction product. The product is: [F:1][C:2]1[CH:3]=[CH:4][C:5]([S:8][C:10]2[N:11]=[C:12]([OH:20])[C:13]3[C:18]([CH:19]=2)=[CH:17][CH:16]=[CH:15][CH:14]=3)=[N:6][CH:7]=1. (9) Given the reactants [C:1]([O:5][C:6]([N:8]([CH3:43])[C:9]1[S:21][C:20]2[CH2:19][C@@H:18]3[C@H:13]([CH2:14][C@@H:15]([C:23]([N:25]([CH2:38][CH2:39][CH3:40])[C:26](=[O:37])OC4C=CC([N+]([O-])=O)=CC=4)=[O:24])[CH2:16][N:17]3[CH3:22])[CH2:12][C:11]=2[C:10]=1[C:41]#[N:42])=[O:7])([CH3:4])([CH3:3])[CH3:2].[NH2:44][CH2:45][CH2:46][CH2:47][N:48]([CH3:50])[CH3:49], predict the reaction product. The product is: [C:41]([C:10]1[C:11]2[CH2:12][C@@H:13]3[C@@H:18]([CH2:19][C:20]=2[S:21][C:9]=1[N:8]([CH3:43])[C:6](=[O:7])[O:5][C:1]([CH3:2])([CH3:3])[CH3:4])[N:17]([CH3:22])[CH2:16][C@H:15]([C:23]([N:25]([C:26](=[O:37])[NH:44][CH2:45][CH2:46][CH2:47][N:48]([CH3:50])[CH3:49])[CH2:38][CH2:39][CH3:40])=[O:24])[CH2:14]3)#[N:42].